From a dataset of Reaction yield outcomes from USPTO patents with 853,638 reactions. Predict the reaction yield, written as a fraction of the theoretical maximum amount of product (1.0 means a 100% yield; for example, 0.34 means a 34% yield). (1) The yield is 0.430. The product is [Cl:1][C:2]1[CH:7]=[CH:6][C:5]([S:8]([N:11]([CH2:21][C:22]2[CH:33]=[CH:32][C:25]([C:26]3[O:31][CH2:30][CH2:29][N:28]=3)=[CH:24][CH:23]=2)[C@H:12]([C:15]2[CH:20]=[CH:19][CH:18]=[CH:17][CH:16]=2)[CH2:13][CH3:14])(=[O:10])=[O:9])=[CH:4][CH:3]=1. The reactants are [Cl:1][C:2]1[CH:7]=[CH:6][C:5]([S:8]([N:11]([CH2:21][C:22]2[CH:33]=[CH:32][C:25]([C:26]([NH:28][CH2:29][CH2:30][OH:31])=O)=[CH:24][CH:23]=2)[C@H:12]([C:15]2[CH:20]=[CH:19][CH:18]=[CH:17][CH:16]=2)[CH2:13][CH3:14])(=[O:10])=[O:9])=[CH:4][CH:3]=1.C(N([S])CC)C.C(=O)([O-])[O-].[K+].[K+]. The catalyst is ClCCl. (2) The reactants are [CH:1]1([NH:4][C:5](=[O:44])[NH:6][C:7]2[CH:42]=[CH:41][C:10]([O:11][C:12]3[CH:17]=[CH:16][N:15]=[C:14]4[CH:18]=[C:19]([C:21]5[N:26]=[CH:25][C:24]([CH2:27][N:28]6[CH2:33][CH2:32][N:31](C(OC(C)(C)C)=O)[CH2:30][CH2:29]6)=[CH:23][CH:22]=5)[S:20][C:13]=34)=[C:9]([F:43])[CH:8]=2)[CH2:3][CH2:2]1.C(O)(C(F)(F)F)=O. The catalyst is C(Cl)Cl. The product is [CH:1]1([NH:4][C:5]([NH:6][C:7]2[CH:42]=[CH:41][C:10]([O:11][C:12]3[CH:17]=[CH:16][N:15]=[C:14]4[CH:18]=[C:19]([C:21]5[CH:22]=[CH:23][C:24]([CH2:27][N:28]6[CH2:29][CH2:30][NH:31][CH2:32][CH2:33]6)=[CH:25][N:26]=5)[S:20][C:13]=34)=[C:9]([F:43])[CH:8]=2)=[O:44])[CH2:3][CH2:2]1. The yield is 0.750.